Predict the reaction yield, written as a fraction of the theoretical maximum amount of product (1.0 means a 100% yield; for example, 0.34 means a 34% yield). From a dataset of Reaction yield outcomes from USPTO patents with 853,638 reactions. (1) The reactants are [Cl:1][C:2]1[CH:10]=[C:9]2[C:5]([CH:6]=[C:7]([CH3:11])[NH:8]2)=[CH:4][CH:3]=1.[F:12][C:13]([F:24])([F:23])[C:14](O[C:14](=[O:15])[C:13]([F:24])([F:23])[F:12])=[O:15]. The catalyst is ClCCCl. The product is [Cl:1][C:2]1[CH:10]=[C:9]2[C:5]([C:6]([C:14](=[O:15])[C:13]([F:24])([F:23])[F:12])=[C:7]([CH3:11])[NH:8]2)=[CH:4][CH:3]=1. The yield is 0.950. (2) The reactants are [Br:1][C:2]1N2C(Cl)=C(C(O)=O)N=C2C=[C:4]([C:15]([F:18])([F:17])[F:16])[CH:3]=1.CN(C([O:26]N1N=NC2C=CC=NC1=2)=[N+](C)C)C.F[P-](F)(F)(F)(F)F.[CH:43]([N:46](CC)C(C)C)(C)[CH3:44].[ClH:52].[F:53][C:54]1[CH:55]=[C:56]([CH:60]2[CH2:64][CH2:63][NH:62][CH2:61]2)[CH:57]=[CH:58][CH:59]=1.[CH3:65][N:66]([CH:68]=O)[CH3:67]. The catalyst is CCOC(C)=O. The product is [Br:1][C:2]1[CH:3]=[C:4]([C:15]([F:16])([F:17])[F:18])[C:67]2[N:66]([C:65]([Cl:52])=[C:43]([C:44]([N:62]3[CH2:63][CH2:64][CH:60]([C:56]4[CH:57]=[CH:58][CH:59]=[C:54]([F:53])[CH:55]=4)[CH2:61]3)=[O:26])[N:46]=2)[CH:68]=1. The yield is 0.860.